This data is from Forward reaction prediction with 1.9M reactions from USPTO patents (1976-2016). The task is: Predict the product of the given reaction. (1) Given the reactants [C:1](Cl)([C:14]1[CH:19]=[CH:18][CH:17]=[CH:16][CH:15]=1)([C:8]1[CH:13]=[CH:12][CH:11]=[CH:10][CH:9]=1)[C:2]1[CH:7]=[CH:6][CH:5]=[CH:4][CH:3]=1.Cl.[NH2:22][CH2:23][CH2:24][SH:25], predict the reaction product. The product is: [C:1]([S:25][CH2:24][CH2:23][NH2:22])([C:14]1[CH:19]=[CH:18][CH:17]=[CH:16][CH:15]=1)([C:8]1[CH:13]=[CH:12][CH:11]=[CH:10][CH:9]=1)[C:2]1[CH:7]=[CH:6][CH:5]=[CH:4][CH:3]=1. (2) Given the reactants [Cl:1][C:2]1[CH:24]=[CH:23][C:22](B2OC(C)(C)C(C)(C)O2)=[CH:21][C:3]=1[C:4]([NH:6][C:7]1[N:11]([C:12]2[CH:17]=[CH:16][CH:15]=[CH:14][CH:13]=2)[N:10]=[C:9]([C:18]([NH2:20])=[O:19])[CH:8]=1)=[O:5].Cl[C:35]1[N:40]=[C:39]([NH2:41])[CH:38]=[CH:37][C:36]=1[F:42].C(=O)([O-])[O-].[K+].[K+], predict the reaction product. The product is: [NH2:41][C:39]1[N:40]=[C:35]([C:22]2[CH:23]=[CH:24][C:2]([Cl:1])=[C:3]([CH:21]=2)[C:4]([NH:6][C:7]2[N:11]([C:12]3[CH:17]=[CH:16][CH:15]=[CH:14][CH:13]=3)[N:10]=[C:9]([C:18]([NH2:20])=[O:19])[CH:8]=2)=[O:5])[C:36]([F:42])=[CH:37][CH:38]=1. (3) The product is: [C:28]([O:31][C:32](=[O:33])[NH:19][C@H:10]1[C@H:11]([C:13]2[CH:14]=[CH:15][CH:16]=[CH:17][CH:18]=2)[CH2:12][N:8]([CH2:1][C:2]2[CH:3]=[CH:4][CH:5]=[CH:6][CH:7]=2)[CH2:9]1)([CH3:30])([CH3:29])[CH3:27]. Given the reactants [CH2:1]([N:8]1[CH2:12][C@@H:11]([C:13]2[CH:18]=[CH:17][CH:16]=[CH:15][CH:14]=2)[C@H:10]([NH2:19])[CH2:9]1)[C:2]1[CH:7]=[CH:6][CH:5]=[CH:4][CH:3]=1.C(N(CC)CC)C.[CH3:27][C:28]([O:31][C:32](O[C:32]([O:31][C:28]([CH3:30])([CH3:29])[CH3:27])=[O:33])=[O:33])([CH3:30])[CH3:29], predict the reaction product. (4) Given the reactants [NH2:1][C:2]1[C:3]2[C:10]([C:11]3[CH:16]=[CH:15][CH:14]=[CH:13][CH:12]=3)=[CH:9][O:8][C:4]=2[N:5]=[CH:6][N:7]=1.[Br:17]N1C(=O)CCC1=O.C([O-])(=O)C.[K+], predict the reaction product. The product is: [Br:17][C:9]1[O:8][C:4]2[N:5]=[CH:6][N:7]=[C:2]([NH2:1])[C:3]=2[C:10]=1[C:11]1[CH:16]=[CH:15][CH:14]=[CH:13][CH:12]=1.